Dataset: Reaction yield outcomes from USPTO patents with 853,638 reactions. Task: Predict the reaction yield, written as a fraction of the theoretical maximum amount of product (1.0 means a 100% yield; for example, 0.34 means a 34% yield). (1) The reactants are [Br:1][C:2]1[C:3]([F:12])=[C:4]2[C:10]([NH2:11])=[CH:9][NH:8][C:5]2=[N:6][CH:7]=1.[CH3:13][C:14]1[CH:22]=[CH:21][C:17]([C:18](O)=[O:19])=[CH:16][N:15]=1.C1N(P(Cl)(N2C(=O)OCC2)=O)C(=O)OC1.C(N(CC)CC)C.[Li+].[OH-]. The catalyst is C(Cl)Cl.O. The product is [Br:1][C:2]1[C:3]([F:12])=[C:4]2[C:10]([NH:11][C:18](=[O:19])[C:17]3[CH:21]=[CH:22][C:14]([CH3:13])=[N:15][CH:16]=3)=[CH:9][NH:8][C:5]2=[N:6][CH:7]=1. The yield is 0.685. (2) The reactants are P([O-])([O-])([O-])=O.[K+].[K+].[K+].[NH2:9][CH:10]([C:16]1[CH:21]=[CH:20][CH:19]=[CH:18][CH:17]=1)[CH2:11][C:12]([O:14]C)=[O:13]. The catalyst is CC(C)=O. The product is [NH2:9][C@H:10]([C:16]1[CH:21]=[CH:20][CH:19]=[CH:18][CH:17]=1)[CH2:11][C:12]([OH:14])=[O:13]. The yield is 0.350.